Dataset: Orexin1 receptor HTS with 218,158 compounds and 233 confirmed actives. Task: Binary Classification. Given a drug SMILES string, predict its activity (active/inactive) in a high-throughput screening assay against a specified biological target. The drug is Clc1ccc(Nc2nc3nonc3n3c2nnc3CC(OCC)=O)cc1. The result is 0 (inactive).